The task is: Predict the product of the given reaction.. This data is from Forward reaction prediction with 1.9M reactions from USPTO patents (1976-2016). (1) Given the reactants [CH2:1]([N:8]([CH2:14][C:15]1[CH:20]=[CH:19][CH:18]=[CH:17][CH:16]=1)[C:9](=[O:13])[O:10][CH2:11]Cl)[C:2]1[CH:7]=[CH:6][CH:5]=[CH:4][CH:3]=1.[I-:21].[Na+].[Sn], predict the reaction product. The product is: [CH2:1]([N:8]([CH2:14][C:15]1[CH:20]=[CH:19][CH:18]=[CH:17][CH:16]=1)[C:9](=[O:13])[O:10][CH2:11][I:21])[C:2]1[CH:7]=[CH:6][CH:5]=[CH:4][CH:3]=1. (2) Given the reactants Br[C:2]1[N:7]=[C:6]([CH2:8][OH:9])[CH:5]=[CH:4][CH:3]=1.[CH3:10][C:11]1[CH:16]=[C:15]([CH3:17])[CH:14]=[C:13]([CH3:18])[C:12]=1B(O)O.CC(C)([O-])C.[K+], predict the reaction product. The product is: [C:11]1([CH3:10])[CH:16]=[C:15]([CH3:17])[CH:14]=[C:13]([CH3:18])[C:12]=1[C:2]1[N:7]=[C:6]([CH2:8][OH:9])[CH:5]=[CH:4][CH:3]=1. (3) Given the reactants [NH2:1][C:2]1[N:3]=[C:4](Cl)[C:5]2[C:10]([CH2:11][CH3:12])=[CH:9][N:8]([C@@H:13]3[O:19][C@H:18]([CH2:20][OH:21])[C@@H:16]([OH:17])[C@H:14]3[OH:15])[C:6]=2[N:7]=1.Cl.[OH-:24].[Na+], predict the reaction product. The product is: [NH2:1][C:2]1[NH:3][C:4](=[O:24])[C:5]2[C:10]([CH2:11][CH3:12])=[CH:9][N:8]([C@@H:13]3[O:19][C@H:18]([CH2:20][OH:21])[C@@H:16]([OH:17])[C@H:14]3[OH:15])[C:6]=2[N:7]=1. (4) Given the reactants C(=O)(O)[O-].[Na+].Cl.[NH2:7][CH2:8][CH2:9][SH:10].[C:11]([O:15][C:16](=[O:23])[NH:17][C@H:18]([C:20](F)=[O:21])[CH3:19])([CH3:14])([CH3:13])[CH3:12], predict the reaction product. The product is: [C:11]([O:15][C:16](=[O:23])[NH:17][C@H:18]([C:20](=[O:21])[NH:7][CH2:8][CH2:9][SH:10])[CH3:19])([CH3:12])([CH3:13])[CH3:14]. (5) Given the reactants F[C:2]1[CH:7]=[CH:6][C:5]([C:8](=[O:14])[CH2:9][CH2:10][C:11]([OH:13])=[O:12])=[CH:4][CH:3]=1.[C:15]1([SH:21])[CH:20]=[CH:19][CH:18]=[CH:17][CH:16]=1.C(=O)([O-])[O-].[K+].[K+].CS(C)=O, predict the reaction product. The product is: [O:14]=[C:8]([C:5]1[CH:6]=[CH:7][C:2]([S:21][C:15]2[CH:20]=[CH:19][CH:18]=[CH:17][CH:16]=2)=[CH:3][CH:4]=1)[CH2:9][CH2:10][C:11]([OH:13])=[O:12]. (6) The product is: [C:1]([O:5][C:6]([N:8]1[CH2:13][CH2:12][C:11]2[N:28]=[C:21]([C:22]3[CH:27]=[CH:26][CH:25]=[CH:24][CH:23]=3)[N:29]=[CH:15][C:10]=2[CH2:9]1)=[O:7])([CH3:4])([CH3:2])[CH3:3]. Given the reactants [C:1]([O:5][C:6]([N:8]1[CH2:13][CH2:12][C:11](=O)[C:10](=[CH:15]N(C)C)[CH2:9]1)=[O:7])([CH3:4])([CH3:3])[CH3:2].O.Cl.[C:21]([NH2:29])(=[NH:28])[C:22]1[CH:27]=[CH:26][CH:25]=[CH:24][CH:23]=1.[O-]CC.[Na+], predict the reaction product. (7) Given the reactants CO[C:3]([C:5]1[CH:6]=[C:7]([F:17])[C:8]([F:16])=[C:9]2[O:14][CH2:13][CH:12]([CH3:15])[NH:11][C:10]=12)=[O:4].ClS([N:22]=[C:23]=[O:24])(=O)=O.C(N(CC)CC)C, predict the reaction product. The product is: [F:17][C:7]1[CH:6]=[C:5]2[C:10]3[N:11]([CH:12]([CH3:15])[CH2:13][O:14][C:9]=3[C:8]=1[F:16])[C:23](=[O:24])[NH:22][C:3]2=[O:4].